This data is from Forward reaction prediction with 1.9M reactions from USPTO patents (1976-2016). The task is: Predict the product of the given reaction. (1) Given the reactants [Br:1][C:2]1[C:3]([CH3:19])=[C:4]([C:9]2[CH:14]=[CH:13][CH:12]=[C:11]([C:15]([F:18])([F:17])[F:16])[CH:10]=2)[C:5]([NH2:8])=[N:6][CH:7]=1.[C:20]1([CH3:30])[CH:25]=[CH:24][C:23]([S:26](Cl)(=[O:28])=[O:27])=[CH:22][CH:21]=1, predict the reaction product. The product is: [Br:1][C:2]1[C:3]([CH3:19])=[C:4]([C:9]2[CH:14]=[CH:13][CH:12]=[C:11]([C:15]([F:18])([F:16])[F:17])[CH:10]=2)[C:5]([NH:8][S:26]([C:23]2[CH:24]=[CH:25][C:20]([CH3:30])=[CH:21][CH:22]=2)(=[O:28])=[O:27])=[N:6][CH:7]=1. (2) Given the reactants [C:1]1([P:7]([C:14]2[CH:19]=[CH:18][CH:17]=[CH:16][CH:15]=2)[C:8]2[CH:13]=[CH:12][CH:11]=[CH:10][CH:9]=2)[CH:6]=[CH:5][CH:4]=[CH:3][CH:2]=1.Br[CH:21]([CH3:27])[C:22]([O:24][CH2:25][CH3:26])=[O:23], predict the reaction product. The product is: [CH2:25]([O:24][C:22](=[O:23])[C:21](=[P:7]([C:1]1[CH:2]=[CH:3][CH:4]=[CH:5][CH:6]=1)([C:8]1[CH:13]=[CH:12][CH:11]=[CH:10][CH:9]=1)[C:14]1[CH:15]=[CH:16][CH:17]=[CH:18][CH:19]=1)[CH3:27])[CH3:26]. (3) Given the reactants [Cl:1][C:2]1[CH:3]=[C:4]([C:8]#[C:9][C@@H:10]2[N:14]3[CH2:15][CH2:16][NH:17][CH2:18][C@@H:13]3[CH2:12][CH2:11]2)[CH:5]=[CH:6][CH:7]=1.Cl[C:20]([O:22][CH3:23])=[O:21], predict the reaction product. The product is: [Cl:1][C:2]1[CH:3]=[C:4]([C:8]#[C:9][C@@H:10]2[N:14]3[CH2:15][CH2:16][N:17]([C:20]([O:22][CH3:23])=[O:21])[CH2:18][C@@H:13]3[CH2:12][CH2:11]2)[CH:5]=[CH:6][CH:7]=1. (4) Given the reactants [Br:1]Br.[OH:3][C:4]1[C:5](=[O:21])[C:6]2[CH:7]=[CH:8][C:9]3[O:10][C:11]([CH3:20])([CH3:19])[CH2:12][CH2:13][C:14]=3[C:15]=2[C:16](=[O:18])[CH:17]=1, predict the reaction product. The product is: [Br:1][C:17]1[C:16](=[O:18])[C:15]2[C:14]3[CH2:13][CH2:12][C:11]([CH3:19])([CH3:20])[O:10][C:9]=3[CH:8]=[CH:7][C:6]=2[C:5](=[O:21])[C:4]=1[OH:3]. (5) The product is: [CH3:12][N:8]1[C:9]2[C:5](=[CH:4][C:3]([OH:2])=[CH:11][CH:10]=2)[C:6]([C:13]2[NH:21][C:16]3=[N:17][CH:18]=[CH:19][N:20]=[C:15]3[CH:14]=2)=[CH:7]1. Given the reactants C[O:2][C:3]1[CH:4]=[C:5]2[C:9](=[CH:10][CH:11]=1)[N:8]([CH3:12])[CH:7]=[C:6]2[C:13]1[NH:21][C:16]2=[N:17][CH:18]=[CH:19][N:20]=[C:15]2[CH:14]=1.Br.C(=O)(O)[O-].[Na+], predict the reaction product. (6) The product is: [CH3:15][N:16]1[C:20]([C:2]2[C:7]3=[N:8][C:9]([C:12]([NH2:14])=[O:13])=[CH:10][N:11]=[C:6]3[CH:5]=[N:4][CH:3]=2)=[CH:19][CH:18]=[N:17]1. Given the reactants Br[C:2]1[C:7]2=[N:8][C:9]([C:12]([NH2:14])=[O:13])=[CH:10][N:11]=[C:6]2[CH:5]=[N:4][CH:3]=1.[CH3:15][N:16]1[C:20](B2OC(C)(C)C(C)(C)O2)=[CH:19][CH:18]=[N:17]1.C(=O)([O-])[O-].[Cs+].[Cs+].O1CCOCC1, predict the reaction product.